From a dataset of Reaction yield outcomes from USPTO patents with 853,638 reactions. Predict the reaction yield, written as a fraction of the theoretical maximum amount of product (1.0 means a 100% yield; for example, 0.34 means a 34% yield). The reactants are [Cl:1][C:2]1[CH:3]=[CH:4][C:5]([CH2:15][CH3:16])=[C:6]([C:8]2[NH:9][CH:10]=[CH:11][C:12]=2[C:13]#[N:14])[CH:7]=1.CN(C=O)C.[C:22]1([S:28](Cl)(=[O:30])=[O:29])[CH:27]=[CH:26][CH:25]=[CH:24][CH:23]=1.O. The catalyst is CCOC(C)=O. The product is [Cl:1][C:2]1[CH:3]=[CH:4][C:5]([CH2:15][CH3:16])=[C:6]([C:8]2[N:9]([S:28]([C:22]3[CH:27]=[CH:26][CH:25]=[CH:24][CH:23]=3)(=[O:30])=[O:29])[CH:10]=[CH:11][C:12]=2[C:13]#[N:14])[CH:7]=1. The yield is 0.710.